This data is from Forward reaction prediction with 1.9M reactions from USPTO patents (1976-2016). The task is: Predict the product of the given reaction. (1) Given the reactants COC(C1CC(=O)N(CC2C=CC(OC)=CC=2OC)C1)=O.C(OC)(=O)C(CC(OC)=O)=C.COC1C=C(OC)C=CC=1CN.[BH4-].[Na+].COC1C=C(OC)C=CC=1CN1CC(CO)CC1=O.N1C=CN=C1.[Si:71]([O:78][CH2:79][CH:80]1[CH2:84][N:83]([CH2:85][C:86]2[CH:91]=[CH:90][C:89]([O:92][CH3:93])=[CH:88][C:87]=2[O:94][CH3:95])[C:82](=[O:96])[CH2:81]1)([C:74]([CH3:77])([CH3:76])[CH3:75])([CH3:73])[CH3:72].[Si](Cl)(C(C)(C)C)(C)C, predict the reaction product. The product is: [Si:71]([O:78][CH2:79][CH:80]1[CH2:84][N:83]([CH2:85][C:86]2[CH:91]=[CH:90][C:89]([O:92][CH3:93])=[CH:88][C:87]=2[O:94][CH3:95])[C:82](=[O:96])[CH2:81]1)([C:74]([CH3:77])([CH3:76])[CH3:75])([CH3:73])[CH3:72]. (2) Given the reactants CC1C=CC(S(O[C:12]2[C:21]3[C:20](=[O:22])[N:19]([CH:23]4[CH2:25][CH2:24]4)[C:18](=[O:26])[N:17]([C:27]4[CH:32]=[CH:31][C:30]([I:33])=[CH:29][C:28]=4[F:34])[C:16]=3[N:15]([CH3:35])[C:14](=[O:36])[C:13]=2[CH3:37])(=O)=O)=CC=1.[NH2:38][C:39]1[CH:40]=[C:41]([N:45]2[CH2:48][CH:47]([OH:49])[CH2:46]2)[CH:42]=[CH:43][CH:44]=1.N1C(C)=CC=CC=1C, predict the reaction product. The product is: [CH:23]1([N:19]2[C:20](=[O:22])[C:21]3[C:12]([NH:38][C:39]4[CH:44]=[CH:43][CH:42]=[C:41]([N:45]5[CH2:46][CH:47]([OH:49])[CH2:48]5)[CH:40]=4)=[C:13]([CH3:37])[C:14](=[O:36])[N:15]([CH3:35])[C:16]=3[N:17]([C:27]3[CH:32]=[CH:31][C:30]([I:33])=[CH:29][C:28]=3[F:34])[C:18]2=[O:26])[CH2:24][CH2:25]1. (3) The product is: [C:3]12([NH2:11])[CH2:9][CH:7]3[CH2:6][CH:5]([CH2:10][C:1]([NH2:22])([CH2:8]3)[CH2:2]1)[CH2:4]2. Given the reactants [C:1]12([NH:22]C(=O)OCC3C=CC=CC=3)[CH2:10][CH:5]3[CH2:6][CH:7]([CH2:9][C:3]([NH:11]C(=O)OCC4C=CC=CC=4)([CH2:4]3)[CH2:2]1)[CH2:8]2, predict the reaction product. (4) Given the reactants [F:1][C:2]([F:7])([F:6])[C:3]([OH:5])=[O:4].[NH2:8][CH2:9][C:10]([NH:12][C@H:13]([C:18]([N:20]1[CH2:47][CH2:46][CH2:45][C@H:21]1[C:22]([NH:24][CH2:25][CH2:26][CH2:27][NH:28][C:29]1[C:42]2[C:41](=[O:43])[C:40]3[C:35](=[CH:36][CH:37]=[CH:38][CH:39]=3)[C:34](=[O:44])[C:33]=2[CH:32]=[CH:31][CH:30]=1)=[O:23])=[O:19])[CH2:14][CH:15]([CH3:17])[CH3:16])=[O:11].CN([CH:51]=[O:52])C, predict the reaction product. The product is: [F:1][C:2]([F:7])([F:6])[C:3]([OH:5])=[O:4].[NH2:12][C@H:13]([C:51]([NH:8][CH2:9][C:10]([NH:12][C@H:13]([C:18]([N:20]1[CH2:47][CH2:46][CH2:45][C@H:21]1[C:22]([NH:24][CH2:25][CH2:26][CH2:27][NH:28][C:29]1[C:42]2[C:41](=[O:43])[C:40]3[C:35](=[CH:36][CH:37]=[CH:38][CH:39]=3)[C:34](=[O:44])[C:33]=2[CH:32]=[CH:31][CH:30]=1)=[O:23])=[O:19])[CH2:14][CH:15]([CH3:17])[CH3:16])=[O:11])=[O:52])[CH2:14][CH2:15][CH2:2][CH3:3]. (5) Given the reactants [Cl:1][C:2]1[S:6][C:5]([C:7]([NH:9][C@H:10]2[CH2:14][N:13]([CH2:15][C:16](=[O:32])[NH:17][C:18]3[CH:23]=[CH:22][C:21]([N:24]4[CH:29]=[CH:28][CH:27]=[CH:26][C:25]4=[O:30])=[CH:20][C:19]=3[F:31])[CH2:12][C@@H:11]2[C:33]([O-:35])=O)=[O:8])=[CH:4][CH:3]=1.[Li+].C1N=CN(C(N2C=NC=C2)=O)C=1.[CH3:49][NH:50][CH2:51][CH2:52][OH:53], predict the reaction product. The product is: [OH:53][CH2:52][CH2:51][N:50]([CH3:49])[C:33]([C@@H:11]1[C@@H:10]([NH:9][C:7]([C:5]2[S:6][C:2]([Cl:1])=[CH:3][CH:4]=2)=[O:8])[CH2:14][N:13]([CH2:15][C:16](=[O:32])[NH:17][C:18]2[CH:23]=[CH:22][C:21]([N:24]3[CH:29]=[CH:28][CH:27]=[CH:26][C:25]3=[O:30])=[CH:20][C:19]=2[F:31])[CH2:12]1)=[O:35]. (6) Given the reactants [Br:1][C:2]1[CH:11]=[CH:10][CH:9]=[C:8]2[C:3]=1[CH2:4][CH2:5][CH2:6][N:7]2[C:12]([O:14][CH2:15][CH2:16]OC1C=CC=C(C)C=1C)=[O:13].Br[CH:27]1C2C1CNC1C=CC=CC=12.CC1C(C)=CC=CC=1O.[Cl:47][C:48]1[C:49]([CH3:55])=[C:50]([OH:54])[CH:51]=[CH:52][CH:53]=1, predict the reaction product. The product is: [Br:1][C:2]1[C:3]2[CH:4]3[CH2:27][CH:5]3[CH2:6][N:7]([C:12]([O:14][CH2:15][CH2:16][O:54][C:50]3[CH:51]=[CH:52][CH:53]=[C:48]([Cl:47])[C:49]=3[CH3:55])=[O:13])[C:8]=2[CH:9]=[CH:10][CH:11]=1. (7) Given the reactants [CH3:1][O:2][CH:3]([O:20][CH3:21])[CH2:4][CH:5]([C:14]1[CH:19]=[CH:18][CH:17]=[CH:16][CH:15]=1)[CH:6]([CH:8]1[CH2:13][CH2:12][CH2:11][CH2:10][CH2:9]1)[OH:7].[CH2:22](Br)[CH:23]=[CH2:24], predict the reaction product. The product is: [CH3:21][O:20][CH:3]([O:2][CH3:1])[CH2:4][CH:5]([C:14]1[CH:15]=[CH:16][CH:17]=[CH:18][CH:19]=1)[CH:6]([O:7][CH2:24][CH:23]=[CH2:22])[CH:8]1[CH2:13][CH2:12][CH2:11][CH2:10][CH2:9]1. (8) Given the reactants [NH2:1][C:2]1[N:10]=[CH:9][CH:8]=[CH:7][C:3]=1[C:4]([OH:6])=O.ON1C2C=CC=CC=2N=N1.CCN=C=NCCCN(C)C.[CH2:32]([C:34]1[CH:48]=[CH:47][C:37]([O:38][C:39]2[CH:46]=[CH:45][C:42]([CH2:43][NH2:44])=[CH:41][CH:40]=2)=[CH:36][CH:35]=1)[CH3:33].C(=O)(O)[O-].[Na+], predict the reaction product. The product is: [CH2:32]([C:34]1[CH:48]=[CH:47][C:37]([O:38][C:39]2[CH:46]=[CH:45][C:42]([CH2:43][NH:44][C:4](=[O:6])[C:3]3[CH:7]=[CH:8][CH:9]=[N:10][C:2]=3[NH2:1])=[CH:41][CH:40]=2)=[CH:36][CH:35]=1)[CH3:33]. (9) Given the reactants Cl[C:2]1[N:7]=[CH:6][C:5]([O:8][CH2:9][C:10]2[C:15]([F:16])=[C:14]([O:17][CH3:18])[CH:13]=[C:12]([O:19][CH3:20])[C:11]=2[F:21])=[CH:4][N:3]=1.[CH3:22][O:23][C:24]1[CH:25]=[C:26]([CH:28]=[CH:29][C:30]=1[N:31]1[CH2:36][CH2:35][CH:34]([N:37]2[CH2:42][CH2:41][N:40]([CH3:43])[CH2:39][CH2:38]2)[CH2:33][CH2:32]1)[NH2:27].C(=O)([O-])[O-].[Cs+].[Cs+].O1CCOCC1, predict the reaction product. The product is: [F:21][C:11]1[C:12]([O:19][CH3:20])=[CH:13][C:14]([O:17][CH3:18])=[C:15]([F:16])[C:10]=1[CH2:9][O:8][C:5]1[CH:4]=[N:3][C:2]([NH:27][C:26]2[CH:28]=[CH:29][C:30]([N:31]3[CH2:36][CH2:35][CH:34]([N:37]4[CH2:38][CH2:39][N:40]([CH3:43])[CH2:41][CH2:42]4)[CH2:33][CH2:32]3)=[C:24]([O:23][CH3:22])[CH:25]=2)=[N:7][CH:6]=1. (10) Given the reactants [F:1][C:2]([F:17])([F:16])[C:3]([N:5]1[CH2:14][CH2:13][C:12]2[C:7](=[CH:8][C:9]([NH2:15])=[CH:10][CH:11]=2)[CH2:6]1)=[O:4].N1C=CC=CC=1.Cl[C:25](OC1C=CC=CC=1)=[O:26].[Cl:34][C:35]1[CH:41]=[C:40]([O:42][C:43]2[C:44]3[N:51]([CH3:52])[CH:50]=[CH:49][C:45]=3[N:46]=[CH:47][N:48]=2)[CH:39]=[CH:38][C:36]=1[NH2:37], predict the reaction product. The product is: [Cl:34][C:35]1[CH:41]=[C:40]([O:42][C:43]2[C:44]3[N:51]([CH3:52])[CH:50]=[CH:49][C:45]=3[N:46]=[CH:47][N:48]=2)[CH:39]=[CH:38][C:36]=1[NH:37][C:25]([NH:15][C:9]1[CH:8]=[C:7]2[C:12]([CH2:13][CH2:14][N:5]([C:3](=[O:4])[C:2]([F:1])([F:16])[F:17])[CH2:6]2)=[CH:11][CH:10]=1)=[O:26].